From a dataset of NCI-60 drug combinations with 297,098 pairs across 59 cell lines. Regression. Given two drug SMILES strings and cell line genomic features, predict the synergy score measuring deviation from expected non-interaction effect. (1) Drug 1: CC1OCC2C(O1)C(C(C(O2)OC3C4COC(=O)C4C(C5=CC6=C(C=C35)OCO6)C7=CC(=C(C(=C7)OC)O)OC)O)O. Drug 2: CN1C(=O)N2C=NC(=C2N=N1)C(=O)N. Cell line: SW-620. Synergy scores: CSS=63.2, Synergy_ZIP=-1.80, Synergy_Bliss=-3.12, Synergy_Loewe=-0.462, Synergy_HSA=4.46. (2) Drug 1: CN1CCC(CC1)COC2=C(C=C3C(=C2)N=CN=C3NC4=C(C=C(C=C4)Br)F)OC. Drug 2: CC1=C(C(CCC1)(C)C)C=CC(=CC=CC(=CC(=O)O)C)C. Cell line: OVCAR3. Synergy scores: CSS=9.66, Synergy_ZIP=-3.59, Synergy_Bliss=-1.28, Synergy_Loewe=-12.7, Synergy_HSA=-4.94. (3) Drug 1: C1CCC(CC1)NC(=O)N(CCCl)N=O. Drug 2: C1CN(P(=O)(OC1)NCCCl)CCCl. Cell line: HOP-92. Synergy scores: CSS=20.2, Synergy_ZIP=-7.19, Synergy_Bliss=2.48, Synergy_Loewe=-13.1, Synergy_HSA=1.03. (4) Drug 1: C1=NC2=C(N=C(N=C2N1C3C(C(C(O3)CO)O)F)Cl)N. Drug 2: CC1CCC2CC(C(=CC=CC=CC(CC(C(=O)C(C(C(=CC(C(=O)CC(OC(=O)C3CCCCN3C(=O)C(=O)C1(O2)O)C(C)CC4CCC(C(C4)OC)OCCO)C)C)O)OC)C)C)C)OC. Cell line: NCI-H460. Synergy scores: CSS=3.88, Synergy_ZIP=-1.29, Synergy_Bliss=-0.204, Synergy_Loewe=-10.7, Synergy_HSA=-5.62. (5) Drug 1: COC1=CC(=CC(=C1O)OC)C2C3C(COC3=O)C(C4=CC5=C(C=C24)OCO5)OC6C(C(C7C(O6)COC(O7)C8=CC=CS8)O)O. Drug 2: CC1=CC2C(CCC3(C2CCC3(C(=O)C)OC(=O)C)C)C4(C1=CC(=O)CC4)C. Cell line: SR. Synergy scores: CSS=91.7, Synergy_ZIP=21.2, Synergy_Bliss=20.6, Synergy_Loewe=-8.71, Synergy_HSA=20.5. (6) Drug 1: C1=CC(=C2C(=C1NCCNCCO)C(=O)C3=C(C=CC(=C3C2=O)O)O)NCCNCCO. Drug 2: C(CC(=O)O)C(=O)CN.Cl. Cell line: SW-620. Synergy scores: CSS=43.5, Synergy_ZIP=6.36, Synergy_Bliss=4.03, Synergy_Loewe=-32.2, Synergy_HSA=3.39.